Dataset: Forward reaction prediction with 1.9M reactions from USPTO patents (1976-2016). Task: Predict the product of the given reaction. Given the reactants C(Cl)Cl.[CH3:4][C:5]1[O:9][C:8]([C:10]2[CH:15]=[CH:14][CH:13]=[CH:12][CH:11]=2)=[N:7][C:6]=1[CH2:16][CH2:17][OH:18].[CH3:19][S:20](Cl)(=[O:22])=[O:21], predict the reaction product. The product is: [CH3:19][S:20]([O:18][CH2:17][CH2:16][C:6]1[N:7]=[C:8]([C:10]2[CH:15]=[CH:14][CH:13]=[CH:12][CH:11]=2)[O:9][C:5]=1[CH3:4])(=[O:22])=[O:21].